From a dataset of Forward reaction prediction with 1.9M reactions from USPTO patents (1976-2016). Predict the product of the given reaction. (1) Given the reactants Cl[C:2]1[N:12]=[C:11]([NH:13][C:14]2[CH:19]=[CH:18][C:17]([N:20]3[CH2:25][CH2:24][N:23]([C:26]([O:28][C:29]([CH3:32])([CH3:31])[CH3:30])=[O:27])[CH2:22][CH2:21]3)=[CH:16][C:15]=2[O:33][CH2:34][CH3:35])[C:5]2[C:6](=[O:10])[NH:7][N:8]=[CH:9][C:4]=2[CH:3]=1.[Cl:36][C:37]1[CH:42]=[CH:41][CH:40]=[CH:39][C:38]=1[OH:43].CN(C)CC(O)=O.C(=O)([O-])[O-].[Cs+].[Cs+], predict the reaction product. The product is: [Cl:36][C:37]1[CH:42]=[CH:41][CH:40]=[CH:39][C:38]=1[O:43][C:2]1[N:12]=[C:11]([NH:13][C:14]2[CH:19]=[CH:18][C:17]([N:20]3[CH2:21][CH2:22][N:23]([C:26]([O:28][C:29]([CH3:32])([CH3:30])[CH3:31])=[O:27])[CH2:24][CH2:25]3)=[CH:16][C:15]=2[O:33][CH2:34][CH3:35])[C:5]2[C:6](=[O:10])[NH:7][N:8]=[CH:9][C:4]=2[CH:3]=1. (2) Given the reactants [CH3:1][O:2][C:3]1[CH:11]=[C:10]2[C:6]([CH:7]=[CH:8][NH:9]2)=[CH:5][CH:4]=1.[BH3-]C#N.[Na+].[C:16](OC(=O)C)(=[O:18])[CH3:17], predict the reaction product. The product is: [C:16]([N:9]1[C:10]2[C:6](=[CH:5][CH:4]=[C:3]([O:2][CH3:1])[CH:11]=2)[CH2:7][CH2:8]1)(=[O:18])[CH3:17]. (3) The product is: [CH3:30][CH:9]([CH3:10])[CH2:8][B:13]1[O:17][C@@H:16]2[CH2:18][C@@H:19]3[CH2:22][C@H:21]([C@:15]2([CH3:25])[O:14]1)[C:20]3([CH3:24])[CH3:23]. Given the reactants C[Si](C)(C)N([C@H:8]([B:13]1[O:17][C@@H:16]2[CH2:18][C@@H:19]3[CH2:22][C@H:21]([C@:15]2([CH3:25])[O:14]1)[C:20]3([CH3:24])[CH3:23])[CH2:9][CH:10](C)C)[Si](C)(C)C.Cl.O1CCOC[CH2:30]1, predict the reaction product. (4) Given the reactants Cl[C:2]1[N:7]=[CH:6][N:5]=[C:4]([NH:8][C:9]2[CH:14]=[CH:13][CH:12]=[C:11]([NH2:15])[N:10]=2)[CH:3]=1.[CH3:16][O:17][C:18]1[CH:19]=[C:20]([OH:24])[CH:21]=[CH:22][CH:23]=1.C([O-])([O-])=O.[K+].[K+], predict the reaction product. The product is: [O:17]([C:18]1[CH:19]=[C:20]([CH:21]=[CH:22][CH:23]=1)[O:24][C:2]1[N:7]=[CH:6][N:5]=[C:4]([NH:8][C:9]2[CH:14]=[CH:13][CH:12]=[C:11]([NH2:15])[N:10]=2)[CH:3]=1)[CH3:16]. (5) Given the reactants CC[O:3][CH2:4][CH3:5].[CH3:6]/[C:7](/[CH2:13][CH2:14][CH2:15][CH2:16][CH2:17][CH2:18][CH2:19][CH2:20][CH3:21])=[CH:8]\[CH2:9]CC#N.CC(C[AlH]CC(C)C)C, predict the reaction product. The product is: [CH3:6]/[C:7](/[CH2:13][CH2:14][CH2:15][CH2:16][CH2:17][CH2:18][CH2:19][CH2:20][CH3:21])=[CH:8]\[CH2:9][CH2:5][CH:4]=[O:3]. (6) Given the reactants Br.Br[CH2:3][C:4]([C:6]1[CH:11]=[CH:10][C:9]([C:12]2[N:13]([CH3:17])[CH:14]=[CH:15][N:16]=2)=[CH:8][CH:7]=1)=[O:5].[N-:18]=[N+:19]=[N-:20].[Na+].O, predict the reaction product. The product is: [N:18]([CH2:3][C:4]([C:6]1[CH:11]=[CH:10][C:9]([C:12]2[N:13]([CH3:17])[CH:14]=[CH:15][N:16]=2)=[CH:8][CH:7]=1)=[O:5])=[N+:19]=[N-:20].